This data is from Forward reaction prediction with 1.9M reactions from USPTO patents (1976-2016). The task is: Predict the product of the given reaction. (1) The product is: [CH2:3]([C:5]1[CH:6]=[N:7][C:8]([C:11]2[CH:12]=[C:13]3[C:17](=[CH:18][CH:19]=2)[C@H:16]([N:20]2[CH2:23][C:22]4([CH2:28][CH2:27][N:26]([C:38](=[O:39])[CH2:37][C:34]5[CH:33]=[CH:32][C:31]([O:30][CH3:29])=[CH:36][N:35]=5)[CH2:25][CH2:24]4)[CH2:21]2)[CH2:15][CH2:14]3)=[N:9][CH:10]=1)[CH3:4]. Given the reactants Cl.Cl.[CH2:3]([C:5]1[CH:6]=[N:7][C:8]([C:11]2[CH:12]=[C:13]3[C:17](=[CH:18][CH:19]=2)[C@H:16]([N:20]2[CH2:23][C:22]4([CH2:28][CH2:27][NH:26][CH2:25][CH2:24]4)[CH2:21]2)[CH2:15][CH2:14]3)=[N:9][CH:10]=1)[CH3:4].[CH3:29][O:30][C:31]1[CH:32]=[CH:33][C:34]([CH2:37][C:38](O)=[O:39])=[N:35][CH:36]=1.CN(C(ON1N=NC2C=CC=CC1=2)=[N+](C)C)C.F[P-](F)(F)(F)(F)F.C(N(CC)CC)C, predict the reaction product. (2) Given the reactants [H-].[Na+].CN(C=O)C.[Br:8][C:9]1[CH:14]=[CH:13][C:12]([OH:15])=[CH:11][CH:10]=1.F[C:17]1[N:25]=[CH:24][C:23]([O:26][CH3:27])=[CH:22][C:18]=1[C:19]([OH:21])=[O:20].C(O)(=O)C.Cl, predict the reaction product. The product is: [Br:8][C:9]1[CH:14]=[CH:13][C:12]([O:15][C:17]2[N:25]=[CH:24][C:23]([O:26][CH3:27])=[CH:22][C:18]=2[C:19]([OH:21])=[O:20])=[CH:11][CH:10]=1. (3) Given the reactants CC1SC(C2C3C(=CC4C(C=3)=C(C3C=CC([C:25](O)=[O:26])=CC=3)C=CC=4)C(C)(C)CC=2)=CC=1.CC1SC(C2C=CC3C(=CC=C(Br)C=3)S2)=CC=1.[CH3:49][C:50]1([CH3:67])[CH:59]=[C:58]([C:60]2[S:64][C:63]([CH3:65])=[CH:62][CH:61]=2)[C:57]2[C:52](=[CH:53][CH:54]=[C:55](Br)[CH:56]=2)[S:51]1.[Li]CCCC.CN(C=O)C, predict the reaction product. The product is: [CH3:49][C:50]1([CH3:67])[CH:59]=[C:58]([C:60]2[S:64][C:63]([CH3:65])=[CH:62][CH:61]=2)[C:57]2[C:52](=[CH:53][CH:54]=[C:55]([CH:25]=[O:26])[CH:56]=2)[S:51]1. (4) Given the reactants C[N:2]1[CH2:7][CH:6]=[C:5]([CH2:8][C:9]([O:11][CH2:12][CH3:13])=[O:10])[CH2:4][CH2:3]1, predict the reaction product. The product is: [NH:2]1[CH2:3][CH:4]=[C:5]([CH2:8][C:9]([O:11][CH2:12][CH3:13])=[O:10])[CH2:6][CH2:7]1.